This data is from Forward reaction prediction with 1.9M reactions from USPTO patents (1976-2016). The task is: Predict the product of the given reaction. The product is: [CH2:1]([N:8]1[CH2:12][C@@H:11]([CH3:13])[C@@:10]([CH2:17][C:18]([O:20][C:21]([CH3:24])([CH3:23])[CH3:22])=[O:19])([C:14](=[O:16])[NH:34][CH:31]2[CH2:32][CH2:33][N:28]([CH2:27][CH:26]([F:25])[CH2:35][CH2:36][CH3:37])[CH2:29][CH2:30]2)[CH2:9]1)[C:2]1[CH:3]=[CH:4][CH:5]=[CH:6][CH:7]=1. Given the reactants [CH2:1]([N:8]1[CH2:12][C@@H:11]([CH3:13])[C@@:10]([CH2:17][C:18]([O:20][C:21]([CH3:24])([CH3:23])[CH3:22])=[O:19])([C:14]([OH:16])=O)[CH2:9]1)[C:2]1[CH:7]=[CH:6][CH:5]=[CH:4][CH:3]=1.[F:25][CH:26]([CH2:35][CH2:36][CH3:37])[CH2:27][N:28]1[CH2:33][CH2:32][CH:31]([NH2:34])[CH2:30][CH2:29]1.C(N(CC)CC)C.C1CN([P+](ON2N=NC3C=CC=CC2=3)(N2CCCC2)N2CCCC2)CC1.F[P-](F)(F)(F)(F)F, predict the reaction product.